From a dataset of Forward reaction prediction with 1.9M reactions from USPTO patents (1976-2016). Predict the product of the given reaction. Given the reactants [O:1]1[CH:5]=[CH:4][CH:3]=[C:2]1[CH2:6][N:7]([CH2:9][C:10]1[CH:11]=[C:12]([CH:17]=[C:18]([CH3:20])[CH:19]=1)[C:13]([O:15]C)=[O:14])[CH3:8].O.[OH-].[Li+], predict the reaction product. The product is: [O:1]1[CH:5]=[CH:4][CH:3]=[C:2]1[CH2:6][N:7]([CH2:9][C:10]1[CH:11]=[C:12]([CH:17]=[C:18]([CH3:20])[CH:19]=1)[C:13]([OH:15])=[O:14])[CH3:8].